This data is from Catalyst prediction with 721,799 reactions and 888 catalyst types from USPTO. The task is: Predict which catalyst facilitates the given reaction. (1) Reactant: O.[C:2]1([S:8]([OH:11])(=[O:10])=[O:9])[CH:7]=[CH:6][CH:5]=[CH:4][CH:3]=1.[C:12]([C@H:15]1[O:20][CH2:19][C@H:18]([NH:21][C:22]([C@@H:24]2[NH:38][C:37]3([CH2:43][CH2:42][C:41]([CH3:45])([CH3:44])[CH2:40][CH2:39]3)[C@:26]3([C:34]4[C:29](=[CH:30][C:31]([Cl:35])=[CH:32][CH:33]=4)[NH:28][C:27]3=[O:36])[C@H:25]2[C:46]2[CH:51]=[CH:50][N:49]=[C:48]([Cl:52])[C:47]=2[F:53])=[O:23])[CH2:17][CH2:16]1)(=[O:14])[NH2:13]. Product: [OH2:9].[C:2]1([S:8]([OH:11])(=[O:10])=[O:9])[CH:7]=[CH:6][CH:5]=[CH:4][CH:3]=1.[C:12]([C@H:15]1[O:20][CH2:19][C@H:18]([NH:21][C:22]([C@@H:24]2[NH:38][C:37]3([CH2:39][CH2:40][C:41]([CH3:45])([CH3:44])[CH2:42][CH2:43]3)[C@:26]3([C:34]4[C:29](=[CH:30][C:31]([Cl:35])=[CH:32][CH:33]=4)[NH:28][C:27]3=[O:36])[C@H:25]2[C:46]2[CH:51]=[CH:50][N:49]=[C:48]([Cl:52])[C:47]=2[F:53])=[O:23])[CH2:17][CH2:16]1)(=[O:14])[NH2:13]. The catalyst class is: 41. (2) Reactant: Cl[C@@H]1CCNC1=O.[NH2:8][CH2:9][CH2:10][C@@H:11](Cl)[C:12]([OH:14])=[O:13].[OH-].[Na+].O.O.O.O.O.O.O.O.[OH-].[Ba+2].[OH-].N1CC[C@H]1C(O)=O.Cl.C(=O)([O-])[O-].[Na+].[Na+].[C:43](O[C:43]([O:45][C:46]([CH3:49])([CH3:48])[CH3:47])=[O:44])([O:45][C:46]([CH3:49])([CH3:48])[CH3:47])=[O:44]. Product: [C:46]([O:45][C:43]([N:8]1[CH2:9][CH2:10][C@H:11]1[C:12]([OH:14])=[O:13])=[O:44])([CH3:49])([CH3:48])[CH3:47]. The catalyst class is: 65. (3) Reactant: [F:1][C:2]([F:44])([F:43])[C:3]1[CH:4]=[C:5]([C:13]([CH3:42])([CH3:41])[C:14]([N:16]([CH3:40])[C:17]2[C:18]([C:32]3[CH:37]=[CH:36][C:35]([F:38])=[CH:34][C:33]=3[CH3:39])=[CH:19][C:20]([C@H:23]3[NH:27][C@@H:26]([C:28]([O:30][CH3:31])=[O:29])[CH2:25][CH2:24]3)=[N:21][CH:22]=2)=[O:15])[CH:6]=[C:7]([C:9]([F:12])([F:11])[F:10])[CH:8]=1.[C:45](O[C:45]([O:47][C:48]([CH3:51])([CH3:50])[CH3:49])=[O:46])([O:47][C:48]([CH3:51])([CH3:50])[CH3:49])=[O:46]. Product: [F:44][C:2]([F:1])([F:43])[C:3]1[CH:4]=[C:5]([C:13]([CH3:41])([CH3:42])[C:14]([N:16]([CH3:40])[C:17]2[C:18]([C:32]3[CH:37]=[CH:36][C:35]([F:38])=[CH:34][C:33]=3[CH3:39])=[CH:19][C:20]([C@H:23]3[N:27]([C:45]([O:47][C:48]([CH3:51])([CH3:50])[CH3:49])=[O:46])[C@@H:26]([C:28]([O:30][CH3:31])=[O:29])[CH2:25][CH2:24]3)=[N:21][CH:22]=2)=[O:15])[CH:6]=[C:7]([C:9]([F:11])([F:12])[F:10])[CH:8]=1. The catalyst class is: 4. (4) Product: [NH2:1][C:2]1[N:7]=[C:6]([O:8][CH3:9])[N:5]=[C:4]([CH2:25][CH2:24][CH2:23][CH2:22][O:21][C:18](=[O:20])[CH3:19])[CH:3]=1. The catalyst class is: 21. Reactant: [NH2:1][C:2]1[N:7]=[C:6]([O:8][CH3:9])[NH:5][C:4](=O)[CH:3]=1.C([O-])([O-])=O.[K+].[K+].[Cl-].[C:18]([O:21][CH2:22][CH2:23][CH2:24][CH2:25]Br)(=[O:20])[CH3:19]. (5) Reactant: Cl[CH2:2][C:3]([NH:5][C:6]1[S:7][CH:8]=[C:9]([CH2:11][C:12]([NH:14][C:15]2[S:16][C:17]([CH:20]([CH3:22])[CH3:21])=[CH:18][N:19]=2)=[O:13])[N:10]=1)=[O:4].[CH3:23][NH:24][CH3:25].CO.[I-].[K+].Cl. Product: [CH3:23][N:24]([CH3:25])[CH2:2][C:3]([NH:5][C:6]1[S:7][CH:8]=[C:9]([CH2:11][C:12]([NH:14][C:15]2[S:16][C:17]([CH:20]([CH3:22])[CH3:21])=[CH:18][N:19]=2)=[O:13])[N:10]=1)=[O:4]. The catalyst class is: 6.